Dataset: Full USPTO retrosynthesis dataset with 1.9M reactions from patents (1976-2016). Task: Predict the reactants needed to synthesize the given product. (1) Given the product [NH2:2][C:1]1[N:3]=[C:4]([N:7]2[CH2:12][CH2:11][O:10][CH:9]([CH3:13])[CH2:8]2)[S:5][C:6]=1[C:16]([O:18][CH3:19])=[O:17], predict the reactants needed to synthesize it. The reactants are: [C:1]([N:3]=[C:4]([N:7]1[CH2:12][CH2:11][O:10][CH:9]([CH3:13])[CH2:8]1)[S:5][CH3:6])#[N:2].SC[C:16]([O:18][CH3:19])=[O:17].C(N(CC)CC)C. (2) Given the product [CH3:11][O:1][C:2]1[CH:6]=[C:5]([C:7]([OH:9])=[O:8])[O:4][N:3]=1, predict the reactants needed to synthesize it. The reactants are: [OH:1][C:2]1[CH:6]=[C:5]([C:7]([O:9]C)=[O:8])[O:4][N:3]=1.[C:11](=O)([O-])[O-].[K+].[K+].S(OC)(OC)(=O)=O.[OH-].[Na+].Cl. (3) The reactants are: [C:1]1([C:13]2[CH:18]=[CH:17][CH:16]=[CH:15][CH:14]=2)[CH:6]=[CH:5][CH:4]=[CH:3][C:2]=1[CH:7]([O:11][CH3:12])[C:8](O)=[O:9].C(Cl)(=O)C(Cl)=O.[NH3:25].C(O)(=O)CC(CC(O)=O)(C(O)=O)O. Given the product [C:1]1([C:13]2[CH:18]=[CH:17][CH:16]=[CH:15][CH:14]=2)[CH:6]=[CH:5][CH:4]=[CH:3][C:2]=1[CH:7]([O:11][CH3:12])[C:8]([NH2:25])=[O:9], predict the reactants needed to synthesize it. (4) Given the product [CH2:1]=[C:2]1[CH2:5][N:10]([C:12]([O:14][CH2:15][C:16]2[CH:21]=[CH:20][CH:19]=[CH:18][CH:17]=2)=[O:13])[CH2:3]1, predict the reactants needed to synthesize it. The reactants are: [CH3:1][C:2]([CH3:5])([O-])[CH3:3].[K+].O=C1C[N:10]([C:12]([O:14][CH2:15][C:16]2[CH:21]=[CH:20][CH:19]=[CH:18][CH:17]=2)=[O:13])C1. (5) Given the product [C:1]([O:5][C:6](=[O:27])[NH:7][C:8]1[CH:13]=[C:12]([CH2:14][O:15][CH:16]2[CH2:21][CH2:20][CH2:19][CH2:18][O:17]2)[C:11]([C:22]([F:24])([F:25])[F:23])=[CH:10][C:9]=1[NH:26][C:33](=[O:32])[CH2:34][C:35]([C:37]1[CH:42]=[CH:41][CH:40]=[C:39]([C:43]2[CH:48]=[CH:47][N:46]=[C:45]([CH3:49])[CH:44]=2)[CH:38]=1)=[O:36])([CH3:4])([CH3:2])[CH3:3], predict the reactants needed to synthesize it. The reactants are: [C:1]([O:5][C:6](=[O:27])[NH:7][C:8]1[CH:13]=[C:12]([CH2:14][O:15][CH:16]2[CH2:21][CH2:20][CH2:19][CH2:18][O:17]2)[C:11]([C:22]([F:25])([F:24])[F:23])=[CH:10][C:9]=1[NH2:26])([CH3:4])([CH3:3])[CH3:2].C([O:32][C:33](=O)[CH2:34][C:35]([C:37]1[CH:42]=[CH:41][CH:40]=[C:39]([C:43]2[CH:48]=[CH:47][N:46]=[C:45]([CH3:49])[CH:44]=2)[CH:38]=1)=[O:36])(C)(C)C. (6) Given the product [C:6]([C:5]1[CH:9]=[CH:10][C:2]([NH:1][C:35]([C:24]2[N:25]([CH2:27][O:28][CH2:29][CH2:30][Si:31]([CH3:34])([CH3:33])[CH3:32])[CH:26]=[C:22]([C:20]#[N:21])[N:23]=2)=[O:36])=[C:3]([C:11]2[CH2:16][CH2:15][C:14]([CH3:18])([CH3:17])[CH2:13][CH:12]=2)[CH:4]=1)(=[O:7])[NH2:8], predict the reactants needed to synthesize it. The reactants are: [NH2:1][C:2]1[CH:10]=[CH:9][C:5]([C:6]([NH2:8])=[O:7])=[CH:4][C:3]=1[C:11]1[CH2:16][CH2:15][C:14]([CH3:18])([CH3:17])[CH2:13][CH:12]=1.[K+].[C:20]([C:22]1[N:23]=[C:24]([C:35]([O-])=[O:36])[N:25]([CH2:27][O:28][CH2:29][CH2:30][Si:31]([CH3:34])([CH3:33])[CH3:32])[CH:26]=1)#[N:21]. (7) Given the product [Cl:1][C:2]1[CH:3]=[C:4]2[C:9](=[CH:10][CH:11]=1)[NH:8][CH:7]([C:12]1[CH:13]=[C:14]([NH:18][S:23]([CH2:21][CH3:22])(=[O:25])=[O:24])[CH:15]=[CH:16][CH:17]=1)[CH2:6][C:5]2([CH3:20])[CH3:19], predict the reactants needed to synthesize it. The reactants are: [Cl:1][C:2]1[CH:3]=[C:4]2[C:9](=[CH:10][CH:11]=1)[NH:8][CH:7]([C:12]1[CH:13]=[C:14]([NH2:18])[CH:15]=[CH:16][CH:17]=1)[CH2:6][C:5]2([CH3:20])[CH3:19].[CH2:21]([S:23](Cl)(=[O:25])=[O:24])[CH3:22]. (8) Given the product [C:8]([NH:16][C:17]1([CH2:18][CH2:19][S:20][CH3:21])[CH2:5][O:4][CH2:1][O:23][C:22]1=[O:24])(=[O:15])[C:9]1[CH:10]=[CH:11][CH:12]=[CH:13][CH:14]=1, predict the reactants needed to synthesize it. The reactants are: [C:1]([O:4][C:5](=O)C)(=O)C.[C:8]([NH:16][C@H:17]([C:22]([OH:24])=[O:23])[CH2:18][CH2:19][S:20][CH3:21])(=[O:15])[C:9]1[CH:14]=[CH:13][CH:12]=[CH:11][CH:10]=1. (9) Given the product [NH2:10][C:11]1[CH:12]=[CH:13][C:14]([CH:17]2[CH:18]([C:34]3[CH:39]=[CH:38][C:37]([O:40][CH3:41])=[C:36]([OH:42])[CH:35]=3)[N:19]([C:22]3[CH:23]=[C:24]([O:32][CH3:33])[C:25]([O:30][CH3:31])=[C:26]([O:28][CH3:29])[CH:27]=3)[C:20]2=[O:21])=[CH:15][CH:16]=1, predict the reactants needed to synthesize it. The reactants are: C(OC(=O)[NH:10][C:11]1[CH:16]=[CH:15][C:14]([CH:17]2[C:20](=[O:21])[N:19]([C:22]3[CH:27]=[C:26]([O:28][CH3:29])[C:25]([O:30][CH3:31])=[C:24]([O:32][CH3:33])[CH:23]=3)[CH:18]2[C:34]2[CH:39]=[CH:38][C:37]([O:40][CH3:41])=[C:36]([OH:42])[CH:35]=2)=[CH:13][CH:12]=1)C1C=CC=CC=1.[Na+].[Cl-].